Dataset: Forward reaction prediction with 1.9M reactions from USPTO patents (1976-2016). Task: Predict the product of the given reaction. (1) Given the reactants Cl.[OH:2][CH2:3][C@@H:4]([C@H:6]([C@@H:8]([C@@H:10]([CH2:12][OH:13])[OH:11])[OH:9])[OH:7])[OH:5].Cl.[NH2:15][C@H:16]([C:19]([OH:21])=[O:20])[CH2:17][SH:18], predict the reaction product. The product is: [NH2:15][C@H:16]([C:19]([OH:21])=[O:20])[CH2:17][SH:18].[NH2:15][C@H:16]([C:19]([OH:21])=[O:20])[CH2:17][SH:18].[NH2:15][C@H:16]([C:19]([OH:21])=[O:20])[CH2:17][SH:18].[OH:13][CH2:12][C@@H:10]([C@H:8]([C@@H:6]([C@@H:4]([CH2:3][OH:2])[OH:5])[OH:7])[OH:9])[OH:11]. (2) Given the reactants [C:1]([NH:4][C@H:5]([CH2:16][C:17]1[CH:22]=[CH:21][C:20]([C:23]2[CH:28]=[CH:27][CH:26]=[CH:25][CH:24]=2)=[CH:19][CH:18]=1)[C:6]([N:8]1[CH2:12][CH2:11][CH2:10][C@H:9]1[C:13]([OH:15])=O)=[O:7])(=[O:3])[CH3:2].[NH2:29][CH2:30][C:31]1[CH:32]=[C:33]2[C:38](=[CH:39][CH:40]=1)[C:37]([NH2:41])=[N:36][CH:35]=[CH:34]2.CN1CCOCC1.F[B-](F)(F)F.N1(OC(N(C)C)=[N+](C)C)C2C=CC=CC=2N=N1, predict the reaction product. The product is: [NH2:41][C:37]1[C:38]2[C:33](=[CH:32][C:31]([CH2:30][NH:29][C:13]([C@@H:9]3[CH2:10][CH2:11][CH2:12][N:8]3[C:6](=[O:7])[C@H:5]([NH:4][C:1](=[O:3])[CH3:2])[CH2:16][C:17]3[CH:18]=[CH:19][C:20]([C:23]4[CH:24]=[CH:25][CH:26]=[CH:27][CH:28]=4)=[CH:21][CH:22]=3)=[O:15])=[CH:40][CH:39]=2)[CH:34]=[CH:35][N:36]=1. (3) Given the reactants [Br:1][C:2]1[CH:7]=[CH:6][C:5]([S:8]([N:11]2[CH2:18][CH2:17][C:14]3([O:16][CH2:15]3)[CH2:13][CH2:12]2)(=[O:10])=[O:9])=[CH:4][CH:3]=1.[C:19]([NH2:23])([CH3:22])([CH3:21])[CH3:20].[Al], predict the reaction product. The product is: [Br:1][C:2]1[CH:7]=[CH:6][C:5]([S:8]([N:11]2[CH2:18][CH2:17][C:14]([CH2:15][NH:23][C:19]([CH3:22])([CH3:21])[CH3:20])([OH:16])[CH2:13][CH2:12]2)(=[O:10])=[O:9])=[CH:4][CH:3]=1. (4) Given the reactants [Cl:1][C:2]1[C:3](=[O:9])[NH:4][N:5]=[CH:6][C:7]=1[Cl:8].[C:10]([O-])([O-])=O.[K+].[K+].IC, predict the reaction product. The product is: [Cl:1][C:2]1[C:3](=[O:9])[N:4]([CH3:10])[N:5]=[CH:6][C:7]=1[Cl:8]. (5) Given the reactants [C:1]([O:5][C:6]([N:8]([CH3:24])[C@@H:9]([CH3:23])[C:10]([NH:12][C@@H:13]([CH:17]1[CH2:22][CH2:21][CH2:20][CH2:19][CH2:18]1)[C:14]([OH:16])=O)=[O:11])=[O:7])([CH3:4])([CH3:3])[CH3:2].Cl.[CH2:26]([O:29][C@@H:30]1[CH2:38][C:37]2[C:32](=[CH:33][CH:34]=[CH:35][CH:36]=2)[C@@H:31]1[NH:39][C:40]([C@@H:42]1[CH2:46][CH2:45][CH2:44][NH:43]1)=[O:41])[C:27]#[CH:28].CN1CCOCC1.[Cl-].COC1N=C(OC)N=C([N+]2(C)CCOCC2)N=1, predict the reaction product. The product is: [CH:17]1([C@H:13]([NH:12][C:10](=[O:11])[C@@H:9]([N:8]([CH3:24])[C:6](=[O:7])[O:5][C:1]([CH3:2])([CH3:3])[CH3:4])[CH3:23])[C:14](=[O:16])[N:43]2[CH2:44][CH2:45][CH2:46][C@H:42]2[C:40](=[O:41])[NH:39][C@H:31]2[C:32]3[C:37](=[CH:36][CH:35]=[CH:34][CH:33]=3)[CH2:38][C@H:30]2[O:29][CH2:26][C:27]#[CH:28])[CH2:22][CH2:21][CH2:20][CH2:19][CH2:18]1. (6) Given the reactants C[O:2][C:3](=[O:28])[C:4]1[CH:9]=[CH:8][C:7]([CH2:10][N:11]([CH2:20][C:21]2[CH:26]=[CH:25][CH:24]=[CH:23][CH:22]=2)[CH2:12][C:13]([O:15][C:16]([CH3:19])([CH3:18])[CH3:17])=[O:14])=[C:6]([Br:27])[CH:5]=1.[OH-].[Li+], predict the reaction product. The product is: [CH2:20]([N:11]([CH2:10][C:7]1[CH:8]=[CH:9][C:4]([C:3]([OH:28])=[O:2])=[CH:5][C:6]=1[Br:27])[CH2:12][C:13]([O:15][C:16]([CH3:19])([CH3:18])[CH3:17])=[O:14])[C:21]1[CH:22]=[CH:23][CH:24]=[CH:25][CH:26]=1. (7) Given the reactants C[O:2][C:3]([C:5]1[CH:6]=[C:7]2[C:12](=[C:13]([CH3:15])[CH:14]=1)[NH:11][CH:10]([C:16]1[CH:21]=[CH:20][CH:19]=[C:18]([N:22]3[CH2:27][CH2:26][O:25][CH2:24][CH2:23]3)[CH:17]=1)[CH2:9][C:8]2([CH3:29])[CH3:28])=[O:4].[OH-].[Na+].Cl, predict the reaction product. The product is: [CH3:28][C:8]1([CH3:29])[C:7]2[C:12](=[C:13]([CH3:15])[CH:14]=[C:5]([C:3]([OH:4])=[O:2])[CH:6]=2)[NH:11][CH:10]([C:16]2[CH:21]=[CH:20][CH:19]=[C:18]([N:22]3[CH2:27][CH2:26][O:25][CH2:24][CH2:23]3)[CH:17]=2)[CH2:9]1.